From a dataset of NCI-60 drug combinations with 297,098 pairs across 59 cell lines. Regression. Given two drug SMILES strings and cell line genomic features, predict the synergy score measuring deviation from expected non-interaction effect. (1) Drug 1: CN1C(=O)N2C=NC(=C2N=N1)C(=O)N. Drug 2: COC1=NC(=NC2=C1N=CN2C3C(C(C(O3)CO)O)O)N. Cell line: EKVX. Synergy scores: CSS=-4.26, Synergy_ZIP=1.08, Synergy_Bliss=-3.16, Synergy_Loewe=-3.13, Synergy_HSA=-5.60. (2) Drug 1: C1=NC(=NC(=O)N1C2C(C(C(O2)CO)O)O)N. Synergy scores: CSS=58.7, Synergy_ZIP=-4.14, Synergy_Bliss=-4.90, Synergy_Loewe=-16.8, Synergy_HSA=-0.951. Drug 2: C(CCl)NC(=O)N(CCCl)N=O. Cell line: HCT116.